From a dataset of Reaction yield outcomes from USPTO patents with 853,638 reactions. Predict the reaction yield, written as a fraction of the theoretical maximum amount of product (1.0 means a 100% yield; for example, 0.34 means a 34% yield). The reactants are [CH2:1]([O:8][C:9]1[CH:10]=[C:11](F)[C:12]([N+:16]([O-:18])=[O:17])=[C:13]([F:15])[CH:14]=1)[C:2]1[CH:7]=[CH:6][CH:5]=[CH:4][CH:3]=1.C(=O)([O-])[O-].[K+].[K+].[Br:26][C:27]1[NH:28][CH:29]=[C:30]([CH3:32])[N:31]=1. The catalyst is CN(C=O)C.C(OCC)(=O)C.CCCCCC. The product is [CH2:1]([O:8][C:9]1[CH:14]=[C:13]([F:15])[C:12]([N+:16]([O-:18])=[O:17])=[C:11]([N:28]2[CH:29]=[C:30]([CH3:32])[N:31]=[C:27]2[Br:26])[CH:10]=1)[C:2]1[CH:3]=[CH:4][CH:5]=[CH:6][CH:7]=1. The yield is 0.470.